This data is from Forward reaction prediction with 1.9M reactions from USPTO patents (1976-2016). The task is: Predict the product of the given reaction. Given the reactants [CH:1]([C:3]1[C:12]2[C:11](=[O:13])[O:10][C:9](C)(C)[O:8][C:7]=2[CH:6]=[CH:5][CH:4]=1)=[CH2:2].C[O-].[Na+].CO, predict the reaction product. The product is: [CH:1]([C:3]1[CH:4]=[CH:5][CH:6]=[C:7]([OH:8])[C:12]=1[C:11]([O:10][CH3:9])=[O:13])=[CH2:2].